This data is from Reaction yield outcomes from USPTO patents with 853,638 reactions. The task is: Predict the reaction yield, written as a fraction of the theoretical maximum amount of product (1.0 means a 100% yield; for example, 0.34 means a 34% yield). (1) The reactants are [OH:1][C:2]1[CH:7]=[CH:6][C:5]([C:8](=O)[CH3:9])=[CH:4][CH:3]=1.Cl.[F:12][C:13]([F:24])([F:23])[C:14]1[CH:22]=[CH:21][C:17]([CH2:18][O:19][NH2:20])=[CH:16][CH:15]=1.C(O)(=O)C.C([O-])(=O)C.[Na+]. The catalyst is CCO. The product is [F:12][C:13]([F:23])([F:24])[C:14]1[CH:22]=[CH:21][C:17]([CH2:18][O:19][N:20]=[C:8]([C:5]2[CH:6]=[CH:7][C:2]([OH:1])=[CH:3][CH:4]=2)[CH3:9])=[CH:16][CH:15]=1. The yield is 0.880. (2) The reactants are [Cl:1][C:2]1[CH:26]=[CH:25][C:5]([CH2:6][N:7]2[C:12](SCC)=[N:11][C:10](=[O:16])[N:9]([CH2:17][C@@H:18]([C:20]([O:22][CH3:23])=[O:21])[CH3:19])[C:8]2=[O:24])=[CH:4][CH:3]=1.[O:27]([C:34]1[CH:40]=[CH:39][C:37]([NH2:38])=[CH:36][CH:35]=1)[C:28]1[CH:33]=[CH:32][CH:31]=[CH:30][CH:29]=1.C(O)(=O)C.C(=O)(O)[O-].[Na+]. The catalyst is C(O)(C)(C)C. The product is [Cl:1][C:2]1[CH:3]=[CH:4][C:5]([CH2:6][N:7]2[C:12](=[N:38][C:37]3[CH:36]=[CH:35][C:34]([O:27][C:28]4[CH:33]=[CH:32][CH:31]=[CH:30][CH:29]=4)=[CH:40][CH:39]=3)[NH:11][C:10](=[O:16])[N:9]([CH2:17][C@@H:18]([C:20]([O:22][CH3:23])=[O:21])[CH3:19])[C:8]2=[O:24])=[CH:25][CH:26]=1. The yield is 0.930. (3) The reactants are ClC1C(=O)C(C#N)=C(C#N)C(=O)C=1Cl.[CH2:15]([C:18]1[C:27]2[CH2:26][CH2:25][CH2:24][CH2:23][C:22]=2[C:21]([CH2:28][CH2:29][CH3:30])=[C:20]([C:31]([O:33][CH3:34])=[O:32])[C:19]=1[C:35]([O:37][CH3:38])=[O:36])[CH2:16][CH3:17]. The catalyst is C1C=CC=CC=1. The product is [CH2:15]([C:18]1[C:27]2[C:22](=[CH:23][CH:24]=[CH:25][CH:26]=2)[C:21]([CH2:28][CH2:29][CH3:30])=[C:20]([C:31]([O:33][CH3:34])=[O:32])[C:19]=1[C:35]([O:37][CH3:38])=[O:36])[CH2:16][CH3:17]. The yield is 0.870. (4) The reactants are [O:1]1[C:5]2([CH2:10][CH2:9][NH:8][CH2:7][CH2:6]2)[O:4][CH2:3][CH2:2]1.Br[C:12]1[CH:13]=[C:14]([CH:19]=[CH:20][CH:21]=1)[C:15]([O:17][CH3:18])=[O:16].C1C=CC(P(C2C=CC3C(=CC=CC=3)C=2C2C3C(=CC=CC=3)C=CC=2P(C2C=CC=CC=2)C2C=CC=CC=2)C2C=CC=CC=2)=CC=1.C([O-])([O-])=O.[Cs+].[Cs+]. The catalyst is C1(C)C=CC=CC=1.CC([O-])=O.CC([O-])=O.[Pd+2]. The product is [O:1]1[C:5]2([CH2:10][CH2:9][N:8]([C:13]3[CH:12]=[CH:21][CH:20]=[CH:19][C:14]=3[C:15]([O:17][CH3:18])=[O:16])[CH2:7][CH2:6]2)[O:4][CH2:3][CH2:2]1. The yield is 0.950. (5) The product is [O:33]1[CH2:32][CH:31]=[C:30]([C:2]2[N:7]=[C:6]([C:8]3[CH:13]=[CH:12][C:11]([N+:14]([O-:16])=[O:15])=[CH:10][CH:9]=3)[N:5]=[C:4]([N:17]3[CH:22]4[CH2:23][CH2:24][CH:18]3[CH2:19][O:20][CH2:21]4)[N:3]=2)[CH2:35][CH2:34]1. The reactants are Cl[C:2]1[N:7]=[C:6]([C:8]2[CH:13]=[CH:12][C:11]([N+:14]([O-:16])=[O:15])=[CH:10][CH:9]=2)[N:5]=[C:4]([N:17]2[CH:22]3[CH2:23][CH2:24][CH:18]2[CH2:19][O:20][CH2:21]3)[N:3]=1.C([Sn](CCCC)(CCCC)[C:30]1[CH2:31][CH2:32][O:33][CH2:34][CH:35]=1)CCC. The catalyst is C1C=CC([P]([Pd]([P](C2C=CC=CC=2)(C2C=CC=CC=2)C2C=CC=CC=2)([P](C2C=CC=CC=2)(C2C=CC=CC=2)C2C=CC=CC=2)[P](C2C=CC=CC=2)(C2C=CC=CC=2)C2C=CC=CC=2)(C2C=CC=CC=2)C2C=CC=CC=2)=CC=1.C1(C)C=CC=CC=1. The yield is 0.860.